This data is from Reaction yield outcomes from USPTO patents with 853,638 reactions. The task is: Predict the reaction yield, written as a fraction of the theoretical maximum amount of product (1.0 means a 100% yield; for example, 0.34 means a 34% yield). (1) The reactants are [Cl:1][C:2]1[CH:3]=[CH:4][C:5]([O:30][CH2:31][CH:32]([CH3:34])[CH3:33])=[C:6]([CH2:8][N:9]2[C:13]([CH3:14])=[CH:12][C:11]([C:15]([NH:17][C:18]3[CH:27]=[CH:26][C:21]([C:22](OC)=[O:23])=[C:20]([O:28][CH3:29])[CH:19]=3)=[O:16])=[N:10]2)[CH:7]=1.[H-].[Al+3].[Li+].[H-].[H-].[H-]. The catalyst is O1CCCC1. The product is [Cl:1][C:2]1[CH:3]=[CH:4][C:5]([O:30][CH2:31][CH:32]([CH3:34])[CH3:33])=[C:6]([CH2:8][N:9]2[C:13]([CH3:14])=[CH:12][C:11]([C:15]([NH:17][C:18]3[CH:27]=[CH:26][C:21]([CH2:22][OH:23])=[C:20]([O:28][CH3:29])[CH:19]=3)=[O:16])=[N:10]2)[CH:7]=1. The yield is 0.700. (2) The reactants are [O:1]=[C:2]1[C:11]2[CH:10]=[CH:9][CH:8]=[C:7]3[NH:12][CH:13]([C:21]4[CH:28]=[CH:27][C:24]([CH:25]=O)=[CH:23][CH:22]=4)[CH:14]([C:15]4[CH:20]=[CH:19][CH:18]=[CH:17][CH:16]=4)[C:5]([C:6]=23)=[N:4][NH:3]1.[C:29](O)(=O)[CH3:30].[NH:33]1C[CH2:35][CH2:34]1.C(O[BH-](OC(=O)C)OC(=O)C)(=O)C.[Na+]. The catalyst is ClCCl.CO. The product is [C:15]1([CH:14]2[C:5]3=[N:4][NH:3][C:2](=[O:1])[C:11]4[CH:10]=[CH:9][CH:8]=[C:7]([C:6]=43)[NH:12][CH:13]2[C:21]2[CH:28]=[CH:27][C:24]([CH2:25][N:33]3[CH2:30][CH2:29][CH2:35][CH2:34]3)=[CH:23][CH:22]=2)[CH:16]=[CH:17][CH:18]=[CH:19][CH:20]=1. The yield is 0.510. (3) The reactants are [NH4+].[N:2]#[C:3][S-:4].[CH3:5][CH:6]([CH3:10])[C:7](Cl)=[O:8].[NH2:11][C:12]1[CH:13]=[C:14]([CH:31]=[CH:32][C:33]=1[CH3:34])[C:15]([N:17]1[CH2:22][CH2:21][CH:20]([C:23]2[CH:30]=[CH:29][C:26]([C:27]#[N:28])=[CH:25][CH:24]=2)[CH2:19][CH2:18]1)=[O:16]. The catalyst is CC(C)=O. The product is [C:27]([C:26]1[CH:25]=[CH:24][C:23]([CH:20]2[CH2:19][CH2:18][N:17]([C:15]([C:14]3[CH:31]=[CH:32][C:33]([CH3:34])=[C:12]([NH:11][C:3]([NH:2][C:7](=[O:8])[CH:6]([CH3:10])[CH3:5])=[S:4])[CH:13]=3)=[O:16])[CH2:22][CH2:21]2)=[CH:30][CH:29]=1)#[N:28]. The yield is 0.640. (4) The reactants are [Br:1][C:2]1[C:3]([CH2:18][C:19]2[CH:24]=[CH:23][C:22]([Cl:25])=[C:21]([Cl:26])[CH:20]=2)=[C:4]([C:13]([O:15]CC)=[O:14])[S:5][C:6]=1[N:7]1[CH2:12][CH2:11][O:10][CH2:9][CH2:8]1.[OH-].[Na+].Cl. The catalyst is C1COCC1.CO.O. The product is [Br:1][C:2]1[C:3]([CH2:18][C:19]2[CH:24]=[CH:23][C:22]([Cl:25])=[C:21]([Cl:26])[CH:20]=2)=[C:4]([C:13]([OH:15])=[O:14])[S:5][C:6]=1[N:7]1[CH2:12][CH2:11][O:10][CH2:9][CH2:8]1. The yield is 0.900. (5) The reactants are [CH:1]([NH:3][NH:4][C:5](=O)[C:6]([CH3:31])([C:8]1[S:9][C:10]([C:13]2[CH:18]=[C:17]([NH:19][C:20]3[N:25]=[C:24]([C:26]([F:29])([F:28])[F:27])[CH:23]=[CH:22][N:21]=3)[CH:16]=[C:15]([CH3:30])[CH:14]=2)=[CH:11][N:12]=1)[CH3:7])=[O:2].CC[N+](S(N=C(OC)[O-])(=O)=O)(CC)CC. The catalyst is C1COCC1. The product is [CH3:30][C:15]1[CH:16]=[C:17]([NH:19][C:20]2[N:25]=[C:24]([C:26]([F:27])([F:29])[F:28])[CH:23]=[CH:22][N:21]=2)[CH:18]=[C:13]([C:10]2[S:9][C:8]([C:6]([C:5]3[O:2][CH:1]=[N:3][N:4]=3)([CH3:31])[CH3:7])=[N:12][CH:11]=2)[CH:14]=1. The yield is 0.420. (6) The reactants are [Br:1][C:2]1[CH:7]=[CH:6][C:5]([C:8]([CH3:13])([CH2:11][OH:12])[CH2:9]O)=[CH:4][CH:3]=1.C1(P(C2C=CC=CC=2)C2C=CC=CC=2)C=CC=CC=1.N(C(OC(C)C)=O)=NC(OC(C)C)=O. The catalyst is C1(C)C=CC=CC=1. The product is [Br:1][C:2]1[CH:7]=[CH:6][C:5]([C:8]2([CH3:13])[CH2:11][O:12][CH2:9]2)=[CH:4][CH:3]=1. The yield is 0.420. (7) The reactants are [C:1]([O:5][C:6](=[O:22])[NH:7][C@H:8]([C:19](=O)[NH2:20])[CH2:9][C:10]1[CH:15]=[CH:14][C:13]([N+:16]([O-:18])=[O:17])=[CH:12][CH:11]=1)([CH3:4])([CH3:3])[CH3:2].COC1C=CC(P2(SP(C3C=CC(OC)=CC=3)(=S)S2)=[S:32])=CC=1. The catalyst is C1COCC1. The product is [C:1]([O:5][C:6](=[O:22])[NH:7][C@H:8]([C:19](=[S:32])[NH2:20])[CH2:9][C:10]1[CH:15]=[CH:14][C:13]([N+:16]([O-:18])=[O:17])=[CH:12][CH:11]=1)([CH3:4])([CH3:3])[CH3:2]. The yield is 0.830.